This data is from Forward reaction prediction with 1.9M reactions from USPTO patents (1976-2016). The task is: Predict the product of the given reaction. (1) Given the reactants CCN(C(C)C)C(C)C.C1C=CC2N(O)N=NC=2C=1.CCN=C=NCCCN(C)C.[N:31]1[CH:36]=[CH:35][CH:34]=[C:33]([N:37]2[CH:41]=[C:40]([C:42]([NH:44][CH2:45][C:46]([OH:48])=O)=[O:43])[N:39]=[N:38]2)[CH:32]=1.NC1C=NC=CC=1.Cl.[F:57][C:58]1[CH:59]=[C:60]([CH:68]=[C:69]([C:71]([F:74])([F:73])[F:72])[CH:70]=1)[O:61][CH:62]1[CH2:67][CH2:66][NH:65][CH2:64][CH2:63]1.Cl.ClC1C=CC=CC=1OC1CCNCC1, predict the reaction product. The product is: [F:57][C:58]1[CH:59]=[C:60]([CH:68]=[C:69]([C:71]([F:73])([F:72])[F:74])[CH:70]=1)[O:61][CH:62]1[CH2:63][CH2:64][N:65]([C:46](=[O:48])[CH2:45][NH:44][C:42]([C:40]2[N:39]=[N:38][N:37]([C:33]3[CH:32]=[N:31][CH:36]=[CH:35][CH:34]=3)[CH:41]=2)=[O:43])[CH2:66][CH2:67]1. (2) The product is: [CH3:1][O:2][CH:3]1[CH2:8][CH2:7][N:6]([C:9]2[CH:10]=[CH:11][C:12]([N+:23]([O-:25])=[O:24])=[C:13]([C:34]3[CH2:39][C:38]([CH3:41])([CH3:40])[CH2:37][C:36]([CH3:43])([CH3:42])[CH:35]=3)[CH:14]=2)[CH2:5][CH2:4]1. Given the reactants [CH3:1][O:2][CH:3]1[CH2:8][CH2:7][N:6]([C:9]2[CH:10]=[CH:11][C:12]([N+:23]([O-:25])=[O:24])=[C:13](OS(C(F)(F)F)(=O)=O)[CH:14]=2)[CH2:5][CH2:4]1.CC1(C)C(C)(C)OB([C:34]2[CH2:39][C:38]([CH3:41])([CH3:40])[CH2:37][C:36]([CH3:43])([CH3:42])[CH:35]=2)O1, predict the reaction product. (3) Given the reactants [H-].[Al+3].[Li+].[H-].[H-].[H-].[F:7][C:8]1[CH:13]=[CH:12][C:11]([C@@H:14]2[CH2:19][C:18](=O)[NH:17][CH2:16][C@H:15]2[CH2:21]CC(O)=O)=[CH:10][CH:9]=1.[O:26]1CCCC1, predict the reaction product. The product is: [F:7][C:8]1[CH:9]=[CH:10][C:11]([CH:14]2[CH2:19][CH2:18][NH:17][CH2:16][CH:15]2[CH2:21][OH:26])=[CH:12][CH:13]=1. (4) Given the reactants [Cl:1][C:2]1[N:10]=[CH:9][C:8]([Cl:11])=[CH:7][C:3]=1[C:4]([OH:6])=O.Cl.[Cl:13][C:14]1[CH:19]=[CH:18][C:17]([CH2:20][CH2:21][O:22][CH2:23][C:24]([NH2:26])=[NH:25])=[CH:16][CH:15]=1.CN(C(ON1N=NC2C=CC=CC1=2)=[N+](C)C)C.[B-](F)(F)(F)F.CCN(C(C)C)C(C)C, predict the reaction product. The product is: [Cl:1][C:2]1[N:10]=[CH:9][C:8]([Cl:11])=[CH:7][C:3]=1[C:4]([NH:26][C:24](=[NH:25])[CH2:23][O:22][CH2:21][CH2:20][C:17]1[CH:18]=[CH:19][C:14]([Cl:13])=[CH:15][CH:16]=1)=[O:6]. (5) The product is: [CH3:14][NH+:15]1[CH2:19][CH:18]([CH3:20])[N:17]([CH3:21])[CH:16]1[CH3:22].[C:1]([O-:8])(=[O:7])/[CH:2]=[CH:3]\[C:4]([O-:6])=[O:5]. Given the reactants [C:1]([OH:8])(=[O:7])/[CH:2]=[CH:3]\[C:4]([OH:6])=[O:5].COC(=O)[O-].[CH3:14][NH+:15]1[CH2:19][CH:18]([CH3:20])[N:17]([CH3:21])[CH:16]1[CH3:22], predict the reaction product. (6) The product is: [CH2:44]([S:41]([NH:15][C:16]([CH:18]1[CH2:19][CH2:20][N:21]([C:24]2[C:34]([C:35]#[N:36])=[CH:33][C:27]([C:28]([O:30][CH2:31][CH3:32])=[O:29])=[C:26]([O:37][CH2:38][CH2:39][F:40])[N:25]=2)[CH2:22][CH2:23]1)=[O:17])(=[O:43])=[O:42])[C:45]1[CH:46]=[CH:47][CH:48]=[CH:49][CH:50]=1. Given the reactants CC1C=CC(S([O-])=O)=CC=1.[Na+].C([N:15]([S:41]([CH2:44][C:45]1[CH:50]=[CH:49][CH:48]=[CH:47][CH:46]=1)(=[O:43])=[O:42])[C:16]([CH:18]1[CH2:23][CH2:22][N:21]([C:24]2[C:34]([C:35]#[N:36])=[CH:33][C:27]([C:28]([O:30][CH2:31][CH3:32])=[O:29])=[C:26]([O:37][CH2:38][CH2:39][F:40])[N:25]=2)[CH2:20][CH2:19]1)=[O:17])C=C, predict the reaction product. (7) Given the reactants [C:1]1([S:7]([N:10]2[C:14]3=[N:15][CH:16]=[C:17]([Cl:19])[CH:18]=[C:13]3[C:12](I)=[CH:11]2)(=[O:9])=[O:8])[CH:6]=[CH:5][CH:4]=[CH:3][CH:2]=1.C([Mg]Cl)(C)C.[C:26]([O:30][C:31](=[O:41])[NH:32][C:33]1[S:34][C:35]([CH:39]=[O:40])=[C:36]([Cl:38])[N:37]=1)([CH3:29])([CH3:28])[CH3:27].[Cl-].[NH4+], predict the reaction product. The product is: [C:26]([O:30][C:31](=[O:41])[NH:32][C:33]1[S:34][C:35]([CH:39]([C:12]2[C:13]3[C:14](=[N:15][CH:16]=[C:17]([Cl:19])[CH:18]=3)[N:10]([S:7]([C:1]3[CH:6]=[CH:5][CH:4]=[CH:3][CH:2]=3)(=[O:9])=[O:8])[CH:11]=2)[OH:40])=[C:36]([Cl:38])[N:37]=1)([CH3:29])([CH3:27])[CH3:28]. (8) Given the reactants [C:1]([O:5][C:6]([CH:8]1[CH2:11][N:10]([CH2:12][C:13]2[CH:18]=[C:17](Br)[CH:16]=[CH:15][C:14]=2[Cl:20])[CH2:9]1)=[O:7])([CH3:4])([CH3:3])[CH3:2].[Cl:21][C:22]1[C:27]([CH3:28])=[CH:26][C:25]([C@H:29]([NH2:32])[CH2:30][CH3:31])=[CH:24][C:23]=1[CH3:33].C(=O)([O-])[O-].[Cs+].[Cs+].CC(C1C=C(C(C)C)C(C2C=CC=CC=2P(C2CCCCC2)C2CCCCC2)=C(C(C)C)C=1)C, predict the reaction product. The product is: [C:1]([O:5][C:6]([CH:8]1[CH2:11][N:10]([CH2:12][C:13]2[CH:18]=[C:17]([NH:32][C@@H:29]([C:25]3[CH:24]=[C:23]([CH3:33])[C:22]([Cl:21])=[C:27]([CH3:28])[CH:26]=3)[CH2:30][CH3:31])[CH:16]=[CH:15][C:14]=2[Cl:20])[CH2:9]1)=[O:7])([CH3:4])([CH3:3])[CH3:2]. (9) The product is: [N+:14]([C:11]1[CH:12]=[CH:13][C:8]([C:6]2[N:5]=[C:4]3[N:17]([CH2:20][C:21]([F:24])([F:23])[F:22])[N:18]=[CH:19][C:3]3=[C:2]([N:33]3[CH:26]4[CH2:32][CH2:31][CH:30]3[CH2:29][O:28][CH2:27]4)[N:7]=2)=[CH:9][CH:10]=1)([O-:16])=[O:15]. Given the reactants Cl[C:2]1[N:7]=[C:6]([C:8]2[CH:13]=[CH:12][C:11]([N+:14]([O-:16])=[O:15])=[CH:10][CH:9]=2)[N:5]=[C:4]2[N:17]([CH2:20][C:21]([F:24])([F:23])[F:22])[N:18]=[CH:19][C:3]=12.Cl.[CH:26]12[NH:33][CH:30]([CH2:31][CH2:32]1)[CH2:29][O:28][CH2:27]2.C(N(CC)CC)C, predict the reaction product. (10) Given the reactants [C:1]([O:5][C:6]([NH:8][C:9]1[CH:13]=[CH:12][S:11][C:10]=1I)=[O:7])([CH3:4])([CH3:3])[CH3:2].[Br:15][C:16]1[CH:21]=[CH:20][C:19](B(O)O)=[CH:18][CH:17]=1.C([O-])([O-])=O.[Na+].[Na+], predict the reaction product. The product is: [C:1]([O:5][C:6]([NH:8][C:9]1[CH:13]=[CH:12][S:11][C:10]=1[C:19]1[CH:20]=[CH:21][C:16]([Br:15])=[CH:17][CH:18]=1)=[O:7])([CH3:4])([CH3:3])[CH3:2].